This data is from Catalyst prediction with 721,799 reactions and 888 catalyst types from USPTO. The task is: Predict which catalyst facilitates the given reaction. (1) Reactant: C(OP([CH2:9][C:10]([O:12][CH2:13][CH3:14])=[O:11])(OCC)=O)C.[H-].[Na+].[Cl:17][C:18]1[CH:35]=[C:34]([Cl:36])[CH:33]=[CH:32][C:19]=1[O:20][C:21]1[C:26]([CH:27]=O)=[CH:25][N:24]=[C:23]([CH:29]([CH3:31])[CH3:30])[N:22]=1.[Cl-].[NH4+]. Product: [Cl:17][C:18]1[CH:35]=[C:34]([Cl:36])[CH:33]=[CH:32][C:19]=1[O:20][C:21]1[C:26](/[CH:27]=[CH:9]/[C:10]([O:12][CH2:13][CH3:14])=[O:11])=[CH:25][N:24]=[C:23]([CH:29]([CH3:31])[CH3:30])[N:22]=1. The catalyst class is: 7. (2) Product: [CH3:1][O:2][C:3]([CH:4]1[CH2:5][S:6][CH2:7][CH:8]([C:10]2[CH:15]=[CH:14][C:13]([O:16][CH3:17])=[C:12]([O:18][CH3:19])[CH:11]=2)[NH:20]1)=[O:28]. The catalyst class is: 4. Reactant: [CH3:1][O:2][C:3](=[O:28])[CH:4]([NH:20]C(OC(C)(C)C)=O)[CH2:5][S:6][CH2:7][C:8]([C:10]1[CH:15]=[CH:14][C:13]([O:16][CH3:17])=[C:12]([O:18][CH3:19])[CH:11]=1)=O.FC(F)(F)C(O)=O.C(O[BH-](OC(=O)C)OC(=O)C)(=O)C.[Na+].C(=O)(O)[O-].[Na+]. (3) Reactant: C[O:2][C:3](=[O:30])[CH2:4][O:5][C:6]1[CH:11]=[CH:10][C:9]([C:12]2[CH:13]=[C:14]3[C:18](=[CH:19][CH:20]=2)[N:17]([CH2:21][C:22]2[CH:27]=[CH:26][CH:25]=[CH:24][CH:23]=2)[C:16]([CH3:28])=[C:15]3[CH3:29])=[CH:8][CH:7]=1.[OH-].[K+]. Product: [CH2:21]([N:17]1[C:18]2[C:14](=[CH:13][C:12]([C:9]3[CH:8]=[CH:7][C:6]([O:5][CH2:4][C:3]([OH:30])=[O:2])=[CH:11][CH:10]=3)=[CH:20][CH:19]=2)[C:15]([CH3:29])=[C:16]1[CH3:28])[C:22]1[CH:23]=[CH:24][CH:25]=[CH:26][CH:27]=1. The catalyst class is: 36. (4) Reactant: S(Cl)([Cl:3])=O.[NH2:5][C:6]1[N:11]=[C:10]([CH3:12])[C:9]([CH2:13][C:14]2[CH:19]=[CH:18][C:17]([CH2:20]O)=[CH:16][CH:15]=2)=[C:8]([NH:22][CH2:23][CH2:24][CH2:25][CH2:26][CH3:27])[N:7]=1. Product: [Cl:3][CH2:20][C:17]1[CH:18]=[CH:19][C:14]([CH2:13][C:9]2[C:8]([NH:22][CH2:23][CH2:24][CH2:25][CH2:26][CH3:27])=[N:7][C:6]([NH2:5])=[N:11][C:10]=2[CH3:12])=[CH:15][CH:16]=1. The catalyst class is: 2. (5) Reactant: Cl[C:2]1[N:7]=[C:6]([O:8][CH2:9][CH2:10][O:11][CH3:12])[C:5]([N+:13]([O-:15])=[O:14])=[CH:4][CH:3]=1.[C:16]([N:19]1[CH2:24][CH2:23][NH:22][CH2:21][CH2:20]1)(=[O:18])[CH3:17].C(N(CC)CC)C. Product: [CH3:12][O:11][CH2:10][CH2:9][O:8][C:6]1[N:7]=[C:2]([N:22]2[CH2:23][CH2:24][N:19]([C:16](=[O:18])[CH3:17])[CH2:20][CH2:21]2)[CH:3]=[CH:4][C:5]=1[N+:13]([O-:15])=[O:14]. The catalyst class is: 10.